This data is from Retrosynthesis with 50K atom-mapped reactions and 10 reaction types from USPTO. The task is: Predict the reactants needed to synthesize the given product. (1) The reactants are: Cc1cc(Cl)cc([N+](=O)[O-])c1S(=O)(=O)N1CCNCC1=O.Cc1cn(CC(=O)O)c(=O)[nH]c1=O. Given the product Cc1cc(Cl)cc([N+](=O)[O-])c1S(=O)(=O)N1CCN(C(=O)Cn2cc(C)c(=O)[nH]c2=O)CC1=O, predict the reactants needed to synthesize it. (2) Given the product Cc1cc(C)cc(Sc2c(C(C)C)c(=O)[nH]c(=O)n2Cc2ccc3c(c2)C(=O)c2ccccc2C3=O)c1, predict the reactants needed to synthesize it. The reactants are: Cc1cc(C)cc(Sc2[nH]c(=O)[nH]c(=O)c2C(C)C)c1.O=C1c2ccccc2C(=O)c2cc(CCl)ccc21. (3) The reactants are: CCN(CC)CCOc1ccc([N+](=O)[O-])cc1. Given the product CCN(CC)CCOc1ccc(N)cc1, predict the reactants needed to synthesize it. (4) Given the product C/C=C1/CC[C@H]2[C@@H]3CC[C@H]4C[C@H](O)CC[C@]4(C)[C@H]3C(=NO)C[C@]12C, predict the reactants needed to synthesize it. The reactants are: C/C=C1/CC[C@H]2[C@@H]3CC[C@H]4C[C@H](O)CC[C@]4(C)[C@H]3C(=O)C[C@]12C.NO. (5) Given the product COC(=O)Nc1ccc(-c2ccccc2C(F)(F)F)cc1, predict the reactants needed to synthesize it. The reactants are: COC(=O)Cl.Nc1ccc(-c2ccccc2C(F)(F)F)cc1. (6) Given the product COc1cc(N)cc2c(Nc3ccc(C)c(O)c3)c(C#N)cnc12, predict the reactants needed to synthesize it. The reactants are: COc1cc([N+](=O)[O-])cc2c(Nc3ccc(C)c(O)c3)c(C#N)cnc12. (7) Given the product COc1cc2c(Oc3ccc(NC(=O)C4CCCN(c5ccc(F)cc5)C4=O)cc3F)ccnc2cc1OCCCN1CCOCC1, predict the reactants needed to synthesize it. The reactants are: COc1cc2c(Oc3ccc(N)cc3F)ccnc2cc1OCCCN1CCOCC1.O=C(O)C1CCCN(c2ccc(F)cc2)C1=O.